Dataset: CYP1A2 inhibition data for predicting drug metabolism from PubChem BioAssay. Task: Regression/Classification. Given a drug SMILES string, predict its absorption, distribution, metabolism, or excretion properties. Task type varies by dataset: regression for continuous measurements (e.g., permeability, clearance, half-life) or binary classification for categorical outcomes (e.g., BBB penetration, CYP inhibition). Dataset: cyp1a2_veith. (1) The molecule is CN(C)Cc1ccccc1-c1cc(N(C)C)ncn1. The result is 1 (inhibitor). (2) The result is 1 (inhibitor). The molecule is Clc1ccc(/C=N/c2c(-c3ccc(Cl)cc3)nc3n2CCS3)cc1. (3) The compound is O=C(CCCN1CCC(O)(c2ccc(Cl)cc2)CC1)c1ccc(F)cc1. The result is 0 (non-inhibitor). (4) The molecule is CN(CC(=O)Nc1ccc(F)c(F)c1)S(=O)(=O)c1cccc2nsnc12. The result is 1 (inhibitor). (5) The compound is O=C(c1ccc(Cl)c(Cl)c1)c1cc(-c2ccccn2)c(N2CCOCC2)s1. The result is 1 (inhibitor). (6) The compound is CO[C@@H]1COC(=O)C/C=C\[C@H](C)[C@@H](OC)COC(=O)[C@H](Cc2ccccc2)NC(=O)C/C=C\[C@H]1C. The result is 0 (non-inhibitor). (7) The drug is CN1CCN(c2ncc3ncc(=O)n(C)c3n2)CC1. The result is 1 (inhibitor).